Dataset: Full USPTO retrosynthesis dataset with 1.9M reactions from patents (1976-2016). Task: Predict the reactants needed to synthesize the given product. (1) Given the product [C:29]([O:28][C:26]([N:11]1[C@@H:10]([C@H:9]([O:8][Si:1]([C:4]([CH3:6])([CH3:5])[CH3:7])([CH3:3])[CH3:2])[C:33]2[CH:34]=[N:35][CH:36]=[CH:37][CH:38]=2)[CH2:14][CH2:13][C@H:12]1[CH2:15][C:16]1[CH:17]=[CH:18][C:19]([C:22]([OH:24])=[O:23])=[CH:20][CH:21]=1)=[O:27])([CH3:30])([CH3:31])[CH3:32], predict the reactants needed to synthesize it. The reactants are: [Si:1]([O:8][C@H:9]([C:33]1[CH:34]=[N:35][CH:36]=[CH:37][CH:38]=1)[C@H:10]1[CH2:14][CH2:13][C@@H:12]([CH2:15][C:16]2[CH:21]=[CH:20][C:19]([C:22]([O:24]C)=[O:23])=[CH:18][CH:17]=2)[N:11]1[C:26]([O:28][C:29]([CH3:32])([CH3:31])[CH3:30])=[O:27])([C:4]([CH3:7])([CH3:6])[CH3:5])([CH3:3])[CH3:2].[OH-].[Li+]. (2) Given the product [CH2:1]([O:8][C:9]1[C:14](=[O:15])[N:13]=[C:12]([CH2:16][C:17]2([C:22]3[CH:27]=[CH:26][CH:25]=[C:24]([C:28]([F:31])([F:29])[F:30])[CH:23]=3)[CH2:21][CH2:20][CH2:19][CH2:18]2)[N:11]2[CH2:39][CH2:38][N:34]([CH:35]([CH3:36])[CH3:37])[C:32](=[O:33])[C:10]=12)[C:2]1[CH:3]=[CH:4][CH:5]=[CH:6][CH:7]=1, predict the reactants needed to synthesize it. The reactants are: [CH2:1]([O:8][C:9]1[C:10]([C:32]([N:34]([CH2:38][CH2:39]O)[CH:35]([CH3:37])[CH3:36])=[O:33])=[N:11][C:12]([CH2:16][C:17]2([C:22]3[CH:27]=[CH:26][CH:25]=[C:24]([C:28]([F:31])([F:30])[F:29])[CH:23]=3)[CH2:21][CH2:20][CH2:19][CH2:18]2)=[N:13][C:14]=1[OH:15])[C:2]1[CH:7]=[CH:6][CH:5]=[CH:4][CH:3]=1.C(OC1C(=O)N=C(CC2(C3C=CC(C(F)(F)F)=CC=3)CCCC2)N2CCN(C(C)C)C(=O)C=12)C1C=CC=CC=1.